This data is from Forward reaction prediction with 1.9M reactions from USPTO patents (1976-2016). The task is: Predict the product of the given reaction. (1) Given the reactants [CH3:1][NH2:2].[Cl:3][C:4]1[N:9]=[C:8](Cl)[CH:7]=[C:6]([CH2:11][O:12][CH2:13][C:14]([F:17])([F:16])[F:15])[N:5]=1, predict the reaction product. The product is: [Cl:3][C:4]1[N:9]=[C:8]([NH:2][CH3:1])[CH:7]=[C:6]([CH2:11][O:12][CH2:13][C:14]([F:17])([F:16])[F:15])[N:5]=1. (2) Given the reactants Cl.[CH3:2][O:3][C:4]1[CH:5]=[C:6]([C:12]2[C:13]([CH3:25])([CH3:24])[C:14](=[O:23])[N:15]([CH:17]3[CH2:22][CH2:21][NH:20][CH2:19][CH2:18]3)[N:16]=2)[CH:7]=[CH:8][C:9]=1[O:10][CH3:11].[NH:26]1[C:34]2[CH:33]=[CH:32][CH:31]=[C:30]([C:35](O)=[O:36])[C:29]=2[CH:28]=[CH:27]1, predict the reaction product. The product is: [CH3:2][O:3][C:4]1[CH:5]=[C:6]([C:12]2[C:13]([CH3:25])([CH3:24])[C:14](=[O:23])[N:15]([CH:17]3[CH2:22][CH2:21][N:20]([C:35]([C:30]4[CH:31]=[CH:32][CH:33]=[C:34]5[C:29]=4[CH:28]=[CH:27][NH:26]5)=[O:36])[CH2:19][CH2:18]3)[N:16]=2)[CH:7]=[CH:8][C:9]=1[O:10][CH3:11]. (3) Given the reactants C[O:2][C:3](=[O:12])[C:4]1[CH:9]=[CH:8][C:7]([NH2:10])=[CH:6][C:5]=1[OH:11].C(N(CC)CC)C.[N:20]1([C:26](Cl)=[O:27])[CH2:25][CH2:24][O:23][CH2:22][CH2:21]1, predict the reaction product. The product is: [OH:11][C:5]1[CH:6]=[C:7]([NH:10][C:26]([N:20]2[CH2:25][CH2:24][O:23][CH2:22][CH2:21]2)=[O:27])[CH:8]=[CH:9][C:4]=1[C:3]([OH:2])=[O:12].